Dataset: Catalyst prediction with 721,799 reactions and 888 catalyst types from USPTO. Task: Predict which catalyst facilitates the given reaction. (1) Reactant: [C:1]([NH:4][CH2:5][C:6]([NH:8][C:9]1[CH:14]=[C:13]([C:15]2[C:23]3[C:18](=[CH:19][C:20]([F:24])=[CH:21][CH:22]=3)[N:17]([S:25]([C:28]3[CH:33]=[CH:32][CH:31]=[CH:30][CH:29]=3)(=[O:27])=[O:26])[CH:16]=2)[CH:12]=[CH:11][C:10]=1[NH2:34])=O)(=[O:3])[CH3:2].C([O-])(O)=O.[Na+]. Product: [F:24][C:20]1[CH:19]=[C:18]2[C:23]([C:15]([C:13]3[CH:12]=[CH:11][C:10]4[N:34]=[C:6]([CH2:5][NH:4][C:1](=[O:3])[CH3:2])[NH:8][C:9]=4[CH:14]=3)=[CH:16][N:17]2[S:25]([C:28]2[CH:33]=[CH:32][CH:31]=[CH:30][CH:29]=2)(=[O:27])=[O:26])=[CH:22][CH:21]=1. The catalyst class is: 52. (2) Reactant: [Cl:1][C:2]1[CH:3]=[C:4]([NH:9][C:10]([N:12]2[CH2:17][CH2:16][NH:15][CH2:14][CH2:13]2)=[O:11])[CH:5]=[CH:6][C:7]=1[Cl:8].[C:18]([N:25]1[CH2:29][CH2:28][C:27](=O)[CH2:26]1)([O:20][C:21]([CH3:24])([CH3:23])[CH3:22])=[O:19].C(O[BH-](OC(=O)C)OC(=O)C)(=O)C.[Na+].C(=O)(O)[O-].[Na+]. Product: [Cl:1][C:2]1[CH:3]=[C:4]([NH:9][C:10]([N:12]2[CH2:17][CH2:16][N:15]([CH:28]3[CH2:27][CH2:26][N:25]([C:18]([O:20][C:21]([CH3:24])([CH3:23])[CH3:22])=[O:19])[CH2:29]3)[CH2:14][CH2:13]2)=[O:11])[CH:5]=[CH:6][C:7]=1[Cl:8]. The catalyst class is: 4. (3) Reactant: [CH:1]1([C@@H:5]([N:7]([CH2:14][C:15]2[CH:20]=[CH:19][C:18]([F:21])=[CH:17][CH:16]=2)S(C(C)(C)C)=O)[CH3:6])[CH2:4][CH2:3][CH2:2]1.[ClH:22]. Product: [ClH:22].[CH:1]1([C@@H:5]([NH:7][CH2:14][C:15]2[CH:20]=[CH:19][C:18]([F:21])=[CH:17][CH:16]=2)[CH3:6])[CH2:4][CH2:3][CH2:2]1. The catalyst class is: 71. (4) Reactant: [N+:1]([C:4]1[CH:5]=[CH:6][C:7]([N:12]2[CH2:17][CH2:16][N:15]([CH:18]3[CH2:21][O:20][CH2:19]3)[CH2:14][CH2:13]2)=[C:8]([CH:11]=1)[C:9]#[N:10])([O-])=O. Product: [NH2:1][C:4]1[CH:5]=[CH:6][C:7]([N:12]2[CH2:17][CH2:16][N:15]([CH:18]3[CH2:19][O:20][CH2:21]3)[CH2:14][CH2:13]2)=[C:8]([CH:11]=1)[C:9]#[N:10]. The catalyst class is: 50. (5) Reactant: [C:1]([C:4]1[CH:11]=[CH:10][C:7]([C:8]#[N:9])=[CH:6][CH:5]=1)(=[O:3])[CH3:2]. Product: [OH:3][C@@H:1]([C:4]1[CH:11]=[CH:10][C:7]([C:8]#[N:9])=[CH:6][CH:5]=1)[CH3:2]. The catalyst class is: 25. (6) Reactant: [C:1]([C:4]1[CH:5]=[C:6]2[C:11](=[CH:12][CH:13]=1)[C:9](=[O:10])[O:8][CH2:7]2)([OH:3])=O.S(Cl)(Cl)=O.CN(C)C=O.[NH2:23][C:24]([CH3:28])([CH3:27])[CH2:25][OH:26]. Product: [O:10]=[C:9]1[C:11]2[C:6](=[CH:5][C:4]([C:1]([NH:23][C:24]([CH3:28])([CH3:27])[CH2:25][OH:26])=[O:3])=[CH:13][CH:12]=2)[CH2:7][O:8]1. The catalyst class is: 207.